This data is from Catalyst prediction with 721,799 reactions and 888 catalyst types from USPTO. The task is: Predict which catalyst facilitates the given reaction. Reactant: [Cl:1][C:2]1[CH:7]=[CH:6][C:5]([N+:8]([O-:10])=[O:9])=[C:4](F)[CH:3]=1.[CH:12]1([C:18]2[NH:19][CH:20]=[C:21]([CH3:23])[N:22]=2)[CH2:17][CH2:16][CH2:15][CH2:14][CH2:13]1.C(#N)C. Product: [Cl:1][C:2]1[CH:7]=[CH:6][C:5]([N+:8]([O-:10])=[O:9])=[C:4]([N:19]2[CH:20]=[C:21]([CH3:23])[N:22]=[C:18]2[CH:12]2[CH2:13][CH2:14][CH2:15][CH2:16][CH2:17]2)[CH:3]=1. The catalyst class is: 66.